Dataset: NCI-60 drug combinations with 297,098 pairs across 59 cell lines. Task: Regression. Given two drug SMILES strings and cell line genomic features, predict the synergy score measuring deviation from expected non-interaction effect. (1) Drug 1: CC(C1=C(C=CC(=C1Cl)F)Cl)OC2=C(N=CC(=C2)C3=CN(N=C3)C4CCNCC4)N. Drug 2: CC(C)(C#N)C1=CC(=CC(=C1)CN2C=NC=N2)C(C)(C)C#N. Cell line: RXF 393. Synergy scores: CSS=-0.583, Synergy_ZIP=-2.43, Synergy_Bliss=-3.14, Synergy_Loewe=-2.92, Synergy_HSA=-1.95. (2) Drug 1: CN(C)N=NC1=C(NC=N1)C(=O)N. Drug 2: C1CN(P(=O)(OC1)NCCCl)CCCl. Cell line: CCRF-CEM. Synergy scores: CSS=15.0, Synergy_ZIP=-5.79, Synergy_Bliss=-6.01, Synergy_Loewe=-15.9, Synergy_HSA=-4.43. (3) Drug 1: CS(=O)(=O)OCCCCOS(=O)(=O)C. Drug 2: C1C(C(OC1N2C=NC(=NC2=O)N)CO)O. Cell line: OVCAR-5. Synergy scores: CSS=6.44, Synergy_ZIP=-3.09, Synergy_Bliss=-0.682, Synergy_Loewe=0.530, Synergy_HSA=0.0151. (4) Drug 1: CN1C(=O)N2C=NC(=C2N=N1)C(=O)N. Drug 2: C(=O)(N)NO. Cell line: COLO 205. Synergy scores: CSS=-1.73, Synergy_ZIP=1.26, Synergy_Bliss=-1.36, Synergy_Loewe=-2.64, Synergy_HSA=-4.64. (5) Drug 1: CC12CCC3C(C1CCC2=O)CC(=C)C4=CC(=O)C=CC34C. Drug 2: CC1=C(C=C(C=C1)C(=O)NC2=CC(=CC(=C2)C(F)(F)F)N3C=C(N=C3)C)NC4=NC=CC(=N4)C5=CN=CC=C5. Cell line: 786-0. Synergy scores: CSS=48.6, Synergy_ZIP=2.94, Synergy_Bliss=4.55, Synergy_Loewe=3.21, Synergy_HSA=3.10. (6) Drug 1: CC1=C(C=C(C=C1)NC(=O)C2=CC=C(C=C2)CN3CCN(CC3)C)NC4=NC=CC(=N4)C5=CN=CC=C5. Drug 2: CCN(CC)CCCC(C)NC1=C2C=C(C=CC2=NC3=C1C=CC(=C3)Cl)OC. Cell line: NCI-H322M. Synergy scores: CSS=22.5, Synergy_ZIP=-7.09, Synergy_Bliss=-0.276, Synergy_Loewe=2.08, Synergy_HSA=2.68. (7) Drug 1: CCCS(=O)(=O)NC1=C(C(=C(C=C1)F)C(=O)C2=CNC3=C2C=C(C=N3)C4=CC=C(C=C4)Cl)F. Drug 2: CC1CCC2CC(C(=CC=CC=CC(CC(C(=O)C(C(C(=CC(C(=O)CC(OC(=O)C3CCCCN3C(=O)C(=O)C1(O2)O)C(C)CC4CCC(C(C4)OC)O)C)C)O)OC)C)C)C)OC. Cell line: NCI-H460. Synergy scores: CSS=24.9, Synergy_ZIP=1.99, Synergy_Bliss=1.98, Synergy_Loewe=-33.5, Synergy_HSA=0.475. (8) Drug 1: CCC1=C2CN3C(=CC4=C(C3=O)COC(=O)C4(CC)O)C2=NC5=C1C=C(C=C5)O. Drug 2: CC1=C(C(=O)C2=C(C1=O)N3CC4C(C3(C2COC(=O)N)OC)N4)N. Cell line: LOX IMVI. Synergy scores: CSS=55.0, Synergy_ZIP=-2.52, Synergy_Bliss=-3.72, Synergy_Loewe=-1.28, Synergy_HSA=2.51.